From a dataset of Catalyst prediction with 721,799 reactions and 888 catalyst types from USPTO. Predict which catalyst facilitates the given reaction. (1) Reactant: C([Li])CCC.Br[C:7]1[CH:21]=[CH:20][C:10]([N:11]([Si](C)(C)C)[Si](C)(C)C)=[CH:9][CH:8]=1.[CH3:22][C:23]([S:26]([N:28]=[C:29]1[CH2:32][O:31][CH2:30]1)=[O:27])([CH3:25])[CH3:24]. Product: [NH2:11][C:10]1[CH:20]=[CH:21][C:7]([C:29]2([NH:28][S:26]([C:23]([CH3:25])([CH3:24])[CH3:22])=[O:27])[CH2:32][O:31][CH2:30]2)=[CH:8][CH:9]=1. The catalyst class is: 1. (2) Reactant: [CH2:1]([N:8]1[CH2:13][CH2:12][C:11]([CH2:34][CH2:35][N:36]2[CH2:41][CH2:40][CH:39]([N:42]([C:50]3[CH:55]=[CH:54][C:53]([CH3:56])=[CH:52][CH:51]=3)[C:43]([C:45]3[O:46][CH:47]=[CH:48][CH:49]=3)=[O:44])[CH2:38][CH2:37]2)([CH2:14][CH2:15][O:16][Si](C(C)(C)C)(C2C=CC=CC=2)C2C=CC=CC=2)[CH2:10][CH2:9]1)[C:2]1[CH:7]=[CH:6][CH:5]=[CH:4][CH:3]=1. Product: [CH2:1]([N:8]1[CH2:9][CH2:10][C:11]([CH2:34][CH2:35][N:36]2[CH2:37][CH2:38][CH:39]([N:42]([C:50]3[CH:55]=[CH:54][C:53]([CH3:56])=[CH:52][CH:51]=3)[C:43]([C:45]3[O:46][CH:47]=[CH:48][CH:49]=3)=[O:44])[CH2:40][CH2:41]2)([CH2:14][CH2:15][OH:16])[CH2:12][CH2:13]1)[C:2]1[CH:3]=[CH:4][CH:5]=[CH:6][CH:7]=1. The catalyst class is: 7. (3) Reactant: [CH:1]1[CH:6]=[CH:5][C:4]([C:7]([C:9]2[CH:14]=[CH:13][C:12]([C:15]([OH:17])=O)=[CH:11][CH:10]=2)=[O:8])=[CH:3][CH:2]=1.Cl.CN(C)CCCN=C=NCC.C(N(C(C)C)C(C)C)C.[NH2:39][C:40]([CH3:55])([CH2:43][O:44][C:45]1[CH:50]=[CH:49][CH:48]=[CH:47][C:46]=1[C:51]([F:54])([F:53])[F:52])[C:41]#[N:42]. Product: [C:7]([C:9]1[CH:10]=[CH:11][C:12]([C:15]([NH:39][C:40]([C:41]#[N:42])([CH3:55])[CH2:43][O:44][C:45]2[CH:50]=[CH:49][CH:48]=[CH:47][C:46]=2[C:51]([F:53])([F:54])[F:52])=[O:17])=[CH:13][CH:14]=1)(=[O:8])[C:4]1[CH:3]=[CH:2][CH:1]=[CH:6][CH:5]=1. The catalyst class is: 112. (4) Reactant: [CH:1]1([CH2:7][CH2:8]Br)[CH2:6][CH2:5][CH2:4][CH2:3][CH2:2]1.[N:10]1[CH:15]=[CH:14][C:13]([CH2:16][NH2:17])=[CH:12][CH:11]=1.C(=O)([O-])[O-].[K+].[K+].[I-].[Na+]. Product: [CH:1]1([CH2:7][CH2:8][NH:17][CH2:16][C:13]2[CH:14]=[CH:15][N:10]=[CH:11][CH:12]=2)[CH2:6][CH2:5][CH2:4][CH2:3][CH2:2]1. The catalyst class is: 40. (5) Reactant: Cl[C:2]1[C:3](=[O:24])[N:4]([CH2:19][CH:20]([CH3:23])[CH2:21][CH3:22])[C:5]([C:9]2[C:14]([F:15])=[CH:13][C:12]([O:16][CH3:17])=[CH:11][C:10]=2[F:18])=[C:6]([Cl:8])[N:7]=1.[NH:25]1[CH:29]=[CH:28][CH:27]=[N:26]1.C(=O)([O-])[O-].[K+].[K+]. Product: [Cl:8][C:6]1[N:7]=[C:2]([N:25]2[CH:29]=[CH:28][CH:27]=[N:26]2)[C:3](=[O:24])[N:4]([CH2:19][CH:20]([CH3:23])[CH2:21][CH3:22])[C:5]=1[C:9]1[C:14]([F:15])=[CH:13][C:12]([O:16][CH3:17])=[CH:11][C:10]=1[F:18]. The catalyst class is: 9. (6) Product: [Cl:3][C:4]1[C:13]2[C:8](=[CH:9][C:10]([CH2:14][O:15][C:18]3[CH:25]=[CH:24][C:21]([C:22]#[N:23])=[CH:20][CH:19]=3)=[CH:11][CH:12]=2)[N:7]=[C:6]([CH3:16])[CH:5]=1. The catalyst class is: 9. Reactant: [H-].[Na+].[Cl:3][C:4]1[C:13]2[C:8](=[CH:9][C:10]([CH2:14][OH:15])=[CH:11][CH:12]=2)[N:7]=[C:6]([CH3:16])[CH:5]=1.F[C:18]1[CH:25]=[CH:24][C:21]([C:22]#[N:23])=[CH:20][CH:19]=1. (7) Reactant: [CH3:1][N:2]1[CH:6]=[C:5]([CH:7]=[O:8])[C:4]([CH:9]([F:11])[F:10])=[N:3]1.S(Cl)([Cl:15])(=O)=O. Product: [CH3:1][N:2]1[CH:6]=[C:5]([C:7]([Cl:15])=[O:8])[C:4]([CH:9]([F:10])[F:11])=[N:3]1. The catalyst class is: 159. (8) Reactant: [C:1]([O:5][C:6](=[O:43])[CH2:7][CH2:8][CH:9]([NH:13][C:14]([C:16]1[CH:20]=[C:19]([C:21]2[CH:26]=[C:25]([O:27][C:28]3[CH:33]=[CH:32][CH:31]=[C:30]([NH:34][C:35]([C:37]4[O:38][CH:39]=[CH:40][C:41]=4[CH3:42])=[O:36])[CH:29]=3)[CH:24]=[CH:23][N:22]=2)[NH:18][CH:17]=1)=[O:15])[C:10](O)=[O:11])([CH3:4])([CH3:3])[CH3:2].CN(C(O[N:52]1N=N[C:54]2C=CC=N[C:53]1=2)=[N+](C)C)C.F[P-](F)(F)(F)(F)F.C(N(CC)C(C)C)(C)C.Cl. The catalyst class is: 30. Product: [CH2:53]([NH:52][C:10](=[O:11])[CH:9]([NH:13][C:14]([C:16]1[CH:20]=[C:19]([C:21]2[CH:26]=[C:25]([O:27][C:28]3[CH:33]=[CH:32][CH:31]=[C:30]([NH:34][C:35]([C:37]4[O:38][CH:39]=[CH:40][C:41]=4[CH3:42])=[O:36])[CH:29]=3)[CH:24]=[CH:23][N:22]=2)[NH:18][CH:17]=1)=[O:15])[CH2:8][CH2:7][C:6]([O:5][C:1]([CH3:3])([CH3:4])[CH3:2])=[O:43])[CH3:54].